From a dataset of Full USPTO retrosynthesis dataset with 1.9M reactions from patents (1976-2016). Predict the reactants needed to synthesize the given product. Given the product [Cl:8][C:6]1[N:5]=[C:4]([NH2:9])[N:3]=[C:2]([NH:16][CH:10]2[CH2:15][CH2:14][CH2:13][CH2:12][CH2:11]2)[CH:7]=1, predict the reactants needed to synthesize it. The reactants are: Cl[C:2]1[CH:7]=[C:6]([Cl:8])[N:5]=[C:4]([NH2:9])[N:3]=1.[CH:10]1([NH2:16])[CH2:15][CH2:14][CH2:13][CH2:12][CH2:11]1.CCN(C(C)C)C(C)C.